This data is from Reaction yield outcomes from USPTO patents with 853,638 reactions. The task is: Predict the reaction yield, written as a fraction of the theoretical maximum amount of product (1.0 means a 100% yield; for example, 0.34 means a 34% yield). (1) The reactants are [C:1]1([CH3:17])[CH:6]=[CH:5][C:4]([S:7]([N:10]2[CH:14]=[CH:13][N:12]=[C:11]2[CH2:15]O)(=[O:9])=[O:8])=[CH:3][CH:2]=1.C(Br)(Br)(Br)[Br:19].C1(P(C2C=CC=CC=2)C2C=CC=CC=2)C=CC=CC=1. The catalyst is C(Cl)Cl. The product is [Br:19][CH2:15][C:11]1[N:10]([S:7]([C:4]2[CH:5]=[CH:6][C:1]([CH3:17])=[CH:2][CH:3]=2)(=[O:9])=[O:8])[CH:14]=[CH:13][N:12]=1. The yield is 0.450. (2) The reactants are [C:1]([O:5][C:6]([N:8]([CH3:18])[CH2:9][C:10]([N:12]([CH2:14][C:15]([OH:17])=O)[CH3:13])=[O:11])=[O:7])([CH3:4])([CH3:3])[CH3:2].CN(C(F)=[N+](C)C)C.F[P-](F)(F)(F)(F)F.CCN(C(C)C)C(C)C.[N+:43]([C:46]1[CH:54]=[C:53]2[C:49]([CH:50]=[CH:51][NH:52]2)=[CH:48][CH:47]=1)([O-:45])=[O:44]. The catalyst is C1COCC1. The product is [C:1]([O:5][C:6](=[O:7])[N:8]([CH3:18])[CH2:9][C:10](=[O:11])[N:12]([CH3:13])[CH2:14][C:15]([N:52]1[C:53]2[C:49](=[CH:48][CH:47]=[C:46]([N+:43]([O-:45])=[O:44])[CH:54]=2)[CH:50]=[CH:51]1)=[O:17])([CH3:2])([CH3:3])[CH3:4]. The yield is 0.300. (3) The catalyst is [Pd].O. The product is [NH:9]1[C:4]2=[N:5][C:6]([NH2:8])=[N:7][CH:2]=[C:3]2[CH:11]=[N:10]1. The reactants are Cl[C:2]1[N:7]=[C:6]([NH2:8])[N:5]=[C:4]2[NH:9][N:10]=[CH:11][C:3]=12.C([O-])=O.[NH4+].CO. The yield is 0.310. (4) The reactants are Br[C:2]1[CH:23]=[N:22][C:5]2[NH:6][C:7](=[O:21])[CH2:8][N:9]([CH2:11][C:12]([N:14]3[CH2:19][CH2:18][N:17]([CH3:20])[CH2:16][CH2:15]3)=[O:13])[CH2:10][C:4]=2[CH:3]=1.[C:24]([O:28][C:29]([CH3:32])([CH3:31])[CH3:30])(=[O:27])[CH:25]=[CH2:26].C(N(C(C)C)C(C)C)C.CC1C=CC=CC=1P(C1C=CC=CC=1C)C1C=CC=CC=1C. The catalyst is C(#N)CC.CN(C=O)C.C(Cl)Cl.CC([O-])=O.CC([O-])=O.[Pd+2]. The product is [C:29]([O:28][C:24](=[O:27])/[CH:25]=[CH:26]/[C:2]1[CH:23]=[N:22][C:5]2[NH:6][C:7](=[O:21])[CH2:8][N:9]([CH2:11][C:12]([N:14]3[CH2:19][CH2:18][N:17]([CH3:20])[CH2:16][CH2:15]3)=[O:13])[CH2:10][C:4]=2[CH:3]=1)([CH3:32])([CH3:31])[CH3:30]. The yield is 0.720. (5) The catalyst is N1C=CC=CC=1. The reactants are [CH2:1]([O:8][C:9]([N:11]1[C@H:16]([CH2:17][OH:18])[C@@H:15]2[C@H:19]([OH:20])[C@H:12]1[C@H:13]([O:21][CH3:22])[O:14]2)=[O:10])[C:2]1[CH:7]=[CH:6][CH:5]=[CH:4][CH:3]=1.[Si:23](Cl)([C:26]([CH3:29])([CH3:28])[CH3:27])([CH3:25])[CH3:24].[C:31](Cl)(=O)[C:32]1[CH:37]=[CH:36][CH:35]=[CH:34][CH:33]=1.O. The yield is 0.840. The product is [CH2:1]([O:8][C:9]([N:11]1[C@H:16]([CH2:17][O:18][Si:23]([C:26]([CH3:29])([CH3:28])[CH3:27])([CH3:25])[CH3:24])[C@@H:15]2[C@H:19]([O:20][CH2:31][C:32]3[CH:37]=[CH:36][CH:35]=[CH:34][CH:33]=3)[C@H:12]1[C@@H:13]([O:21][CH3:22])[O:14]2)=[O:10])[C:2]1[CH:3]=[CH:4][CH:5]=[CH:6][CH:7]=1. (6) The product is [Cl:32][C:30]1[CH:29]=[CH:28][C:10]2[N:11]([CH3:27])[C:12](=[O:26])[CH:13]([CH2:15][C:16]3[CH:25]=[CH:24][C:23]4[C:18](=[CH:19][CH:20]=[CH:21][CH:22]=4)[CH:17]=3)[N:14]=[C:8]([N:5]3[CH2:4][CH2:3][CH:2]([NH:1][C:42](=[O:43])[CH2:41][NH:40][C:33](=[O:34])[O:35][C:36]([CH3:37])([CH3:38])[CH3:39])[CH2:7][CH2:6]3)[C:9]=2[CH:31]=1. The catalyst is CN(C)C=O.C(OCC)(=O)C. The reactants are [NH2:1][CH:2]1[CH2:7][CH2:6][N:5]([C:8]2[C:9]3[CH:31]=[C:30]([Cl:32])[CH:29]=[CH:28][C:10]=3[N:11]([CH3:27])[C:12](=[O:26])[CH:13]([CH2:15][C:16]3[CH:25]=[CH:24][C:23]4[C:18](=[CH:19][CH:20]=[CH:21][CH:22]=4)[CH:17]=3)[N:14]=2)[CH2:4][CH2:3]1.[C:33]([NH:40][CH2:41][C:42](O)=[O:43])([O:35][C:36]([CH3:39])([CH3:38])[CH3:37])=[O:34].Cl.C(N=C=NCCCN(C)C)C.ON1C2C=CC=CC=2N=N1.C(N(CC)CC)C. The yield is 0.150. (7) The reactants are C([N:8]1[CH2:13][CH2:12][C@@H:11]([C:14]2[CH:19]=[CH:18][C:17]([O:20][CH3:21])=[CH:16][CH:15]=2)[C@H:10]([OH:22])[CH2:9]1)C1C=CC=CC=1. The catalyst is CO.[Pd]. The product is [CH3:21][O:20][C:17]1[CH:16]=[CH:15][C:14]([C@@H:11]2[CH2:12][CH2:13][NH:8][CH2:9][C@H:10]2[OH:22])=[CH:19][CH:18]=1. The yield is 0.810. (8) The reactants are [CH:1]([C:4]1[CH:13]=[CH:12][CH:11]=[C:10]2[C:5]=1[CH2:6][CH2:7][C:8]([NH2:17])([C:14]([OH:16])=[O:15])[CH2:9]2)([CH3:3])[CH3:2].C(N(CC)CC)C.[C:25](=O)([O:41]N1C(=O)CCC1=O)[O:26][CH2:27][CH:28]1[C:40]2[CH:39]=[CH:38][CH:37]=[CH:36][C:35]=2[C:34]2[C:29]1=[CH:30][CH:31]=[CH:32][CH:33]=2. The catalyst is C(#N)C.O. The product is [C:25]([CH:9]1[C:10]2[C:5](=[C:4]([CH:1]([CH3:3])[CH3:2])[CH:13]=[CH:12][CH:11]=2)[CH2:6][CH2:7][C:8]1([NH2:17])[C:14]([OH:16])=[O:15])([O:26][CH2:27][CH:28]1[C:29]2[C:34](=[CH:33][CH:32]=[CH:31][CH:30]=2)[C:35]2[C:40]1=[CH:39][CH:38]=[CH:37][CH:36]=2)=[O:41]. The yield is 0.430.